Dataset: Forward reaction prediction with 1.9M reactions from USPTO patents (1976-2016). Task: Predict the product of the given reaction. (1) Given the reactants [C:1]1([C:7]2[N:11]=[C:10]([CH2:12][CH2:13][NH2:14])[NH:9][N:8]=2)[CH:6]=[CH:5][CH:4]=[CH:3][CH:2]=1.[F:15][C:16]([F:32])([F:31])[C:17]1[O:21][N:20]=[C:19]([C:22]2[CH:23]=[C:24]([CH:28]=[CH:29][CH:30]=2)[C:25](O)=[O:26])[N:18]=1, predict the reaction product. The product is: [C:1]1([C:7]2[N:11]=[C:10]([CH2:12][CH2:13][NH:14][C:25](=[O:26])[C:24]3[CH:28]=[CH:29][CH:30]=[C:22]([C:19]4[N:18]=[C:17]([C:16]([F:32])([F:31])[F:15])[O:21][N:20]=4)[CH:23]=3)[NH:9][N:8]=2)[CH:2]=[CH:3][CH:4]=[CH:5][CH:6]=1. (2) Given the reactants [Br:1][C:2]1[CH:7]=[CH:6][C:5]([C:8]2[O:12][N:11]=[C:10]([CH3:13])[C:9]=2[CH2:14][C:15]([OH:17])=[O:16])=[CH:4][CH:3]=1.S(Cl)(Cl)=O.[CH3:22][CH2:23]O, predict the reaction product. The product is: [CH2:22]([O:16][C:15](=[O:17])[CH2:14][C:9]1[C:10]([CH3:13])=[N:11][O:12][C:8]=1[C:5]1[CH:4]=[CH:3][C:2]([Br:1])=[CH:7][CH:6]=1)[CH3:23].